This data is from Full USPTO retrosynthesis dataset with 1.9M reactions from patents (1976-2016). The task is: Predict the reactants needed to synthesize the given product. Given the product [C:8]([O:12][C:13](=[O:21])[C:14]1[CH:19]=[CH:18][C:17]([NH:7][C:2]2[CH:3]=[N:4][CH:5]=[CH:6][N:1]=2)=[CH:16][CH:15]=1)([CH3:11])([CH3:9])[CH3:10].[F:20][C:17]1[CH:18]=[CH:19][C:14]([C:13]([NH:7][C:2]2[CH:3]=[N:4][CH:5]=[CH:6][N:1]=2)=[O:12])=[CH:15][CH:16]=1, predict the reactants needed to synthesize it. The reactants are: [N:1]1[CH:6]=[CH:5][N:4]=[CH:3][C:2]=1[NH2:7].[C:8]([O:12][C:13](=[O:21])[C:14]1[CH:19]=[CH:18][C:17]([F:20])=[CH:16][CH:15]=1)([CH3:11])([CH3:10])[CH3:9].CC(C)([O-])C.[K+].